From a dataset of Catalyst prediction with 721,799 reactions and 888 catalyst types from USPTO. Predict which catalyst facilitates the given reaction. (1) Reactant: [CH3:1][O:2][C:3](=[O:28])[C:4]1[CH:9]=[CH:8][C:7]([CH2:10][N:11]([C:16]2[CH:21]=[CH:20][C:19]([CH:22]3[CH2:27][CH2:26][CH2:25][CH2:24][CH2:23]3)=[CH:18][CH:17]=2)[C:12](=[O:15])[NH:13]Cl)=[CH:6][CH:5]=1.C(N(CC)CC)C.[Cl:36][C:37]1[CH:42]=[CH:41][C:40]([C@@H:43](N)[CH3:44])=[CH:39][CH:38]=1. Product: [CH3:1][O:2][C:3](=[O:28])[C:4]1[CH:9]=[CH:8][C:7]([CH2:10][N:11]([C:16]2[CH:21]=[CH:20][C:19]([CH:22]3[CH2:27][CH2:26][CH2:25][CH2:24][CH2:23]3)=[CH:18][CH:17]=2)[C:12]([NH:13][C@H:43]([C:40]2[CH:41]=[CH:42][C:37]([Cl:36])=[CH:38][CH:39]=2)[CH3:44])=[O:15])=[CH:6][CH:5]=1. The catalyst class is: 60. (2) Reactant: [NH2:1][C:2]1[S:3][C:4]2[C:10]([C:11]([O:13][CH3:14])=[O:12])=[C:9]([O:15][C:16]3[CH:21]=[CH:20][C:19]([F:22])=[C:18]([NH:23][C:24](=[O:36])[CH2:25][C:26]4[CH:31]=[CH:30][CH:29]=[C:28]([C:32]([F:35])([F:34])[F:33])[CH:27]=4)[CH:17]=3)[CH:8]=[CH:7][C:5]=2[N:6]=1.N1C=CC=CC=1.[CH:43]1([C:46](Cl)=[O:47])[CH2:45][CH2:44]1. Product: [CH:43]1([C:46]([NH:1][C:2]2[S:3][C:4]3[C:10]([C:11]([O:13][CH3:14])=[O:12])=[C:9]([O:15][C:16]4[CH:21]=[CH:20][C:19]([F:22])=[C:18]([NH:23][C:24](=[O:36])[CH2:25][C:26]5[CH:31]=[CH:30][CH:29]=[C:28]([C:32]([F:34])([F:35])[F:33])[CH:27]=5)[CH:17]=4)[CH:8]=[CH:7][C:5]=3[N:6]=2)=[O:47])[CH2:45][CH2:44]1. The catalyst class is: 54. (3) Reactant: [NH2:1][C:2]1[N:6]([C:7]2[CH:8]=[C:9]([CH:16]=[CH:17][C:18]=2[CH3:19])[C:10]([NH:12][CH:13]2[CH2:15][CH2:14]2)=[O:11])[N:5]=[CH:4][C:3]=1[C:20](=O)[C:21]1[CH:26]=[CH:25][CH:24]=[CH:23][CH:22]=1.[CH:28]([NH2:30])=O.C(O)(=O)C. Product: [CH:13]1([NH:12][C:10](=[O:11])[C:9]2[CH:16]=[CH:17][C:18]([CH3:19])=[C:7]([N:6]3[C:2]4=[N:1][CH:28]=[N:30][C:20]([C:21]5[CH:26]=[CH:25][CH:24]=[CH:23][CH:22]=5)=[C:3]4[CH:4]=[N:5]3)[CH:8]=2)[CH2:15][CH2:14]1. The catalyst class is: 34. (4) Reactant: [F:1][C:2]1[C:10]([O:11][C:12]2[C:21]3[C:16](=[CH:17][C:18]([O:24]CC4C=CC=CC=4)=[C:19]([O:22][CH3:23])[CH:20]=3)[N:15]=[CH:14][CH:13]=2)=[CH:9][CH:8]=[C:7]2[C:3]=1[CH:4]=[C:5]([CH3:32])[NH:6]2. Product: [F:1][C:2]1[C:10]([O:11][C:12]2[C:21]3[C:16](=[CH:17][C:18]([OH:24])=[C:19]([O:22][CH3:23])[CH:20]=3)[N:15]=[CH:14][CH:13]=2)=[CH:9][CH:8]=[C:7]2[C:3]=1[CH:4]=[C:5]([CH3:32])[NH:6]2. The catalyst class is: 45. (5) Reactant: [NH2:1][C:2]1[CH:21]=[CH:20][C:5]([CH2:6][CH:7]2[CH2:12][CH2:11][N:10](C(OC(C)(C)C)=O)[CH2:9][CH2:8]2)=[CH:4][C:3]=1[F:22].FC(F)(F)C(O)=O. Product: [F:22][C:3]1[CH:4]=[C:5]([CH2:6][CH:7]2[CH2:8][CH2:9][NH:10][CH2:11][CH2:12]2)[CH:20]=[CH:21][C:2]=1[NH2:1]. The catalyst class is: 4. (6) Reactant: Br[C:2]1[O:6][C:5]([C:7]([O:9][CH2:10][CH3:11])=[O:8])=[N:4][N:3]=1.[Br:12][C:13]1[CH:24]=[CH:23][C:22]([F:25])=[CH:21][C:14]=1[O:15][C@H:16]1[CH2:20][CH2:19][NH:18][CH2:17]1.C1CCN2C(=NCCC2)CC1. Product: [CH2:10]([O:9][C:7]([C:5]1[O:6][C:2]([N:18]2[CH2:19][CH2:20][C@H:16]([O:15][C:14]3[CH:21]=[C:22]([F:25])[CH:23]=[CH:24][C:13]=3[Br:12])[CH2:17]2)=[N:3][N:4]=1)=[O:8])[CH3:11]. The catalyst class is: 1. (7) Reactant: [CH:1]12[O:8][CH:5]([CH2:6][CH2:7]1)[CH2:4][N:3]([C:9]1[N:14]=[C:13]([N:15]3[CH2:20][CH2:19][C:18](=O)[CH2:17][CH2:16]3)[N:12]=[C:11]([C:22]3[CH:27]=[CH:26][C:25]([NH:28][C:29]([NH:31][C:32]4[CH:37]=[CH:36][N:35]=[CH:34][CH:33]=4)=[O:30])=[CH:24][CH:23]=3)[N:10]=1)[CH2:2]2.C(O)(C(F)(F)F)=O.[CH2:45]([NH2:47])[CH3:46].C(O)(=O)C.C(O[BH-](OC(=O)C)OC(=O)C)(=O)C.[Na+]. Product: [CH2:45]([NH:47][CH:18]1[CH2:19][CH2:20][N:15]([C:13]2[N:14]=[C:9]([N:3]3[CH2:2][CH:1]4[O:8][CH:5]([CH2:6][CH2:7]4)[CH2:4]3)[N:10]=[C:11]([C:22]3[CH:23]=[CH:24][C:25]([NH:28][C:29]([NH:31][C:32]4[CH:33]=[CH:34][N:35]=[CH:36][CH:37]=4)=[O:30])=[CH:26][CH:27]=3)[N:12]=2)[CH2:16][CH2:17]1)[CH3:46]. The catalyst class is: 83. (8) Reactant: [C:1]1([CH:7]2[C:12]3[C:13]([C:16]([O:18]CC)=[O:17])=[N:14][O:15][C:11]=3[CH2:10][CH2:9][N:8]2[C:21]([O:23][C:24]([CH3:27])([CH3:26])[CH3:25])=[O:22])[CH:6]=[CH:5][CH:4]=[CH:3][CH:2]=1.O[Li].O. Product: [C:24]([O:23][C:21]([N:8]1[CH2:9][CH2:10][C:11]2[O:15][N:14]=[C:13]([C:16]([OH:18])=[O:17])[C:12]=2[CH:7]1[C:1]1[CH:6]=[CH:5][CH:4]=[CH:3][CH:2]=1)=[O:22])([CH3:27])([CH3:25])[CH3:26]. The catalyst class is: 40. (9) Reactant: [CH3:1][N:2]([CH2:12][C@@:13]1([C:25]2[CH:30]=[CH:29][CH:28]=[CH:27][CH:26]=2)[CH2:15][C@H:14]1[CH2:16][O:17]CC1C=CC=CC=1)[S:3]([C:6]1[CH:11]=[CH:10][CH:9]=[CH:8][CH:7]=1)(=[O:5])=[O:4]. Product: [OH:17][CH2:16][C@@H:14]1[CH2:15][C@@:13]1([CH2:12][N:2]([CH3:1])[S:3]([C:6]1[CH:11]=[CH:10][CH:9]=[CH:8][CH:7]=1)(=[O:5])=[O:4])[C:25]1[CH:30]=[CH:29][CH:28]=[CH:27][CH:26]=1. The catalyst class is: 350.